This data is from Forward reaction prediction with 1.9M reactions from USPTO patents (1976-2016). The task is: Predict the product of the given reaction. (1) Given the reactants [F:1][C:2]1[C:3]([CH:8](C(OCC)=O)[C:9]([O:11][CH2:12][CH3:13])=[O:10])=[N:4][CH:5]=[CH:6][CH:7]=1.[Cl-].[Na+].O, predict the reaction product. The product is: [F:1][C:2]1[C:3]([CH2:8][C:9]([O:11][CH2:12][CH3:13])=[O:10])=[N:4][CH:5]=[CH:6][CH:7]=1. (2) Given the reactants [OH:1][C:2]([C:5]1[O:6][CH:7]=[C:8]([C:10]([OH:12])=O)[N:9]=1)([CH3:4])[CH3:3].[NH2:13][C@@H:14]([CH3:30])[CH2:15][N:16]1[CH:20]=[CH:19][C:18]([C:21]2[CH:28]=[CH:27][C:24]([C:25]#[N:26])=[C:23]([Cl:29])[CH:22]=2)=[N:17]1, predict the reaction product. The product is: [Cl:29][C:23]1[CH:22]=[C:21]([C:18]2[CH:19]=[CH:20][N:16]([CH2:15][C@@H:14]([NH:13][C:10]([C:8]3[N:9]=[C:5]([C:2]([OH:1])([CH3:3])[CH3:4])[O:6][CH:7]=3)=[O:12])[CH3:30])[N:17]=2)[CH:28]=[CH:27][C:24]=1[C:25]#[N:26]. (3) Given the reactants C(OC([N:8]1[CH2:12][CH2:11][C@H:10]([C@@H:13]([OH:19])[CH2:14][O:15][CH:16]([CH3:18])[CH3:17])[CH2:9]1)=O)(C)(C)C.[H-].[Na+].[Cl:22][C:23]1[CH:28]=[C:27]([Cl:29])[CH:26]=[CH:25][C:24]=1F.CCO, predict the reaction product. The product is: [Cl:22][C:23]1[CH:28]=[C:27]([Cl:29])[CH:26]=[CH:25][C:24]=1[O:19][C@H:13]([C@H:10]1[CH2:11][CH2:12][NH:8][CH2:9]1)[CH2:14][O:15][CH:16]([CH3:17])[CH3:18]. (4) Given the reactants [OH:1][C:2]1[N:6]([C:7]2[CH:12]=[C:11]([C:13]#[N:14])[CH:10]=[CH:9][N:8]=2)[N:5]=[CH:4][CH:3]=1.[CH:15]1([C:18]2[CH:23]=[CH:22][C:21]([CH2:24]O)=[C:20]([F:26])[CH:19]=2)[CH2:17][CH2:16]1, predict the reaction product. The product is: [CH:15]1([C:18]2[CH:23]=[CH:22][C:21]([CH2:24][O:1][C:2]3[N:6]([C:7]4[CH:12]=[C:11]([C:13]#[N:14])[CH:10]=[CH:9][N:8]=4)[N:5]=[CH:4][CH:3]=3)=[C:20]([F:26])[CH:19]=2)[CH2:17][CH2:16]1. (5) The product is: [CH3:13][N:14]([C:22]1[CH:23]=[C:24]([CH3:28])[CH:25]=[CH:26][CH:27]=1)[C:15]1[CH:16]=[CH:17][C:18]([O:21][C:2]2[N:3]=[C:4]([OH:12])[C:5]3[CH:11]=[CH:10][N:9]=[CH:8][C:6]=3[N:7]=2)=[CH:19][CH:20]=1. Given the reactants Cl[C:2]1[N:3]=[C:4]([OH:12])[C:5]2[CH:11]=[CH:10][N:9]=[CH:8][C:6]=2[N:7]=1.[CH3:13][N:14]([C:22]1[CH:23]=[C:24]([CH3:28])[CH:25]=[CH:26][CH:27]=1)[C:15]1[CH:20]=[CH:19][C:18]([OH:21])=[CH:17][CH:16]=1, predict the reaction product.